This data is from Catalyst prediction with 721,799 reactions and 888 catalyst types from USPTO. The task is: Predict which catalyst facilitates the given reaction. (1) Reactant: [CH2:1]([O:8][C:9]([O:11]N1C(=O)CCC1=O)=O)[C:2]1[CH:7]=[CH:6][CH:5]=[CH:4][CH:3]=1.[NH2:19][C:20]1[CH:29]=[CH:28][CH:27]=[C:26]2[C:21]=1[CH2:22][CH2:23][NH:24][CH2:25]2. Product: [NH2:19][C:20]1[CH:29]=[CH:28][CH:27]=[C:26]2[C:21]=1[CH2:22][CH2:23][N:24]([C:9]([O:8][CH2:1][C:2]1[CH:3]=[CH:4][CH:5]=[CH:6][CH:7]=1)=[O:11])[CH2:25]2. The catalyst class is: 4. (2) Reactant: [CH2:1]([O:3][C:4](=[O:18])[CH2:5][CH:6]1[O:10][B:9]([OH:11])[C:8]2[CH:12]=[C:13]([OH:17])[CH:14]=[C:15]([CH3:16])[C:7]1=2)[CH3:2].C(=O)([O-])[O-].[Cs+].[Cs+].[Cl:25][C:26]1[N:31]=[C:30](Cl)[CH:29]=[CH:28][N:27]=1. Product: [CH2:1]([O:3][C:4](=[O:18])[CH2:5][CH:6]1[O:10][B:9]([OH:11])[C:8]2[CH:12]=[C:13]([O:17][C:28]3[CH:29]=[CH:30][N:31]=[C:26]([Cl:25])[N:27]=3)[CH:14]=[C:15]([CH3:16])[C:7]1=2)[CH3:2]. The catalyst class is: 3. (3) Reactant: C([O:3][C:4]([CH:6]1[CH2:11][CH2:10][N:9]([C:12](=[O:54])[CH2:13][NH:14][CH2:15][C@:16]23[CH2:50][CH2:49][C@@H:48]([C:51]([CH3:53])=[CH2:52])[C@@H:17]2[C@@H:18]2[C@@:31]([CH3:34])([CH2:32][CH2:33]3)[C@@:30]3([CH3:35])[C@@H:21]([C@:22]4([CH3:47])[C@@H:27]([CH2:28][CH2:29]3)[C:26]([CH3:37])([CH3:36])[C:25]([C:38]3[CH:46]=[CH:45][C:41]([C:42]([OH:44])=[O:43])=[CH:40][CH:39]=3)=[CH:24][CH2:23]4)[CH2:20][CH2:19]2)[CH2:8][CH2:7]1)=[O:5])C.[OH-].[Na+].O. Product: [C:42]([C:41]1[CH:45]=[CH:46][C:38]([C:25]2[C:26]([CH3:37])([CH3:36])[C@H:27]3[C@:22]([CH3:47])([CH2:23][CH:24]=2)[C@@H:21]2[C@:30]([CH3:35])([C@@:31]4([CH3:34])[C@H:18]([CH2:19][CH2:20]2)[C@H:17]2[C@H:48]([C:51]([CH3:53])=[CH2:52])[CH2:49][CH2:50][C@:16]2([CH2:15][NH:14][CH2:13][C:12]([N:9]2[CH2:10][CH2:11][CH:6]([C:4]([OH:5])=[O:3])[CH2:7][CH2:8]2)=[O:54])[CH2:33][CH2:32]4)[CH2:29][CH2:28]3)=[CH:39][CH:40]=1)([OH:44])=[O:43]. The catalyst class is: 71. (4) Product: [OH:8][C:9]1[CH:14]=[C:13]([N+:15]([O-:17])=[O:16])[CH:12]=[CH:11][C:10]=1[NH:18][C:19]([NH:21][C:22]1[CH:23]=[CH:24][CH:25]=[CH:26][CH:27]=1)=[S:20].[Si:1]([O:8][C:9]1[CH:14]=[C:13]([N+:15]([O-:17])=[O:16])[CH:12]=[CH:11][C:10]=1[NH:18][C:19]([NH:21][C:22]1[CH:27]=[CH:26][CH:25]=[CH:24][CH:23]=1)=[S:20])([C:4]([CH3:7])([CH3:6])[CH3:5])([CH3:3])[CH3:2]. Reactant: [Si:1]([O:8][C:9]1[CH:14]=[C:13]([N+:15]([O-:17])=[O:16])[CH:12]=[CH:11][C:10]=1[NH:18][C:19]([NH:21][C:22]1[CH:27]=[CH:26][CH:25]=[CH:24][CH:23]=1)=[S:20])([C:4]([CH3:7])([CH3:6])[CH3:5])([CH3:3])[CH3:2].CCN(CC)CC. The catalyst class is: 23. (5) Reactant: N(C(OC(C)C)=O)=NC(OC(C)C)=O.[OH:15][CH2:16][C:17]1[CH:21]=[C:20]([C:22]2[CH:23]=[C:24]([C:28]([NH:31][S:32]([CH2:35][C:36]([F:39])([F:38])[F:37])(=[O:34])=[O:33])([CH3:30])[CH3:29])[CH:25]=[CH:26][CH:27]=2)[N:19]([CH3:40])[N:18]=1.C1C=CC(P(C2C=CC=CC=2)C2C=CC=CC=2)=CC=1.[F:60][C:61]1[CH:66]=[CH:65][C:64](O)=[CH:63][CH:62]=1.CC(OC(/N=N/C(OC(C)C)=O)=O)C. Product: [F:37][C:36]([F:39])([F:38])[CH2:35][S:32]([NH:31][C:28]([C:24]1[CH:25]=[CH:26][CH:27]=[C:22]([C:20]2[N:19]([CH3:40])[N:18]=[C:17]([CH2:16][O:15][C:64]3[CH:65]=[CH:66][C:61]([F:60])=[CH:62][CH:63]=3)[CH:21]=2)[CH:23]=1)([CH3:30])[CH3:29])(=[O:34])=[O:33]. The catalyst class is: 1. (6) Reactant: COC1C=CC(C[NH:8][CH2:9][C:10]2[C:11]([C:21]3[C:26]([O:27][CH3:28])=[CH:25][CH:24]=[CH:23][C:22]=3[F:29])=[N:12][C:13]3[C:18]([CH:19]=2)=[CH:17][CH:16]=[CH:15][C:14]=3[CH3:20])=CC=1.[N+]([O-])([O-])=O.[Ce+4].[NH4+].[N+]([O-])([O-])=O.[N+]([O-])([O-])=O.[N+]([O-])([O-])=O.[N+]([O-])([O-])=O. Product: [F:29][C:22]1[CH:23]=[CH:24][CH:25]=[C:26]([O:27][CH3:28])[C:21]=1[C:11]1[C:10]([CH2:9][NH2:8])=[CH:19][C:18]2[C:13](=[C:14]([CH3:20])[CH:15]=[CH:16][CH:17]=2)[N:12]=1. The catalyst class is: 144.